From a dataset of Forward reaction prediction with 1.9M reactions from USPTO patents (1976-2016). Predict the product of the given reaction. (1) The product is: [CH3:11][N:10]1[C:3]2[C:2]([O:19][C:16]3[CH:17]=[CH:18][C:13]([NH2:12])=[CH:14][CH:15]=3)=[N:7][CH:6]=[N:5][C:4]=2[CH:8]=[CH:9]1. Given the reactants Cl[C:2]1[C:3]2[N:10]([CH3:11])[CH:9]=[CH:8][C:4]=2[N:5]=[CH:6][N:7]=1.[NH2:12][C:13]1[CH:18]=[CH:17][C:16]([OH:19])=[CH:15][CH:14]=1.C(=O)([O-])[O-].[K+].[K+].CN1CCCC1=O, predict the reaction product. (2) Given the reactants [CH2:1]([N:4]([CH3:34])[C:5]([C:7]1[C:8]([O:26][CH2:27][C:28]2[CH:33]=[CH:32][CH:31]=[CH:30][CH:29]=2)=[C:9]2[C:14](=[O:15])[N:13]([CH2:16][C:17]3[CH:22]=[CH:21][C:20]([F:23])=[CH:19][CH:18]=3)[CH2:12][CH2:11][N:10]2[C:24]=1Br)=[O:6])[CH:2]=[CH2:3].C(P(C(C)(C)C)C(C)(C)C)(C)(C)C, predict the reaction product. The product is: [F:23][C:20]1[CH:21]=[CH:22][C:17]([CH2:16][N:13]2[CH2:12][CH2:11][N:10]3[C:24]4[C:2]([CH3:3])=[CH:1][N:4]([CH3:34])[C:5](=[O:6])[C:7]=4[C:8]([O:26][CH2:27][C:28]4[CH:29]=[CH:30][CH:31]=[CH:32][CH:33]=4)=[C:9]3[C:14]2=[O:15])=[CH:18][CH:19]=1. (3) The product is: [CH3:27][C:26]1[O:25][C:24]([C:28]2[CH:29]=[CH:30][CH:31]=[CH:32][CH:33]=2)=[N:23][C:22]=1[CH2:21][O:20][C:19]1[CH:18]=[CH:17][C:16]([CH2:15][S:1][C:2]2[NH:6][N:5]=[C:4]([CH2:7][CH2:8][C:9]([O:11][CH2:12][CH3:13])=[O:10])[N:3]=2)=[CH:35][CH:34]=1. Given the reactants [SH:1][C:2]1[NH:6][N:5]=[C:4]([CH2:7][CH2:8][C:9]([O:11][CH2:12][CH3:13])=[O:10])[N:3]=1.Cl[CH2:15][C:16]1[CH:35]=[CH:34][C:19]([O:20][CH2:21][C:22]2[N:23]=[C:24]([C:28]3[CH:33]=[CH:32][CH:31]=[CH:30][CH:29]=3)[O:25][C:26]=2[CH3:27])=[CH:18][CH:17]=1.C(=O)([O-])[O-].[K+].[K+].CN(C)C=O, predict the reaction product.